This data is from Full USPTO retrosynthesis dataset with 1.9M reactions from patents (1976-2016). The task is: Predict the reactants needed to synthesize the given product. (1) Given the product [CH:28]1[C:27]2[C:32](=[CH:33][CH:34]=[CH:35][CH:26]=2)[CH:31]=[CH:30][C:29]=1[C:9]1[CH:8]=[C:7]2[C:6]([C:5]3[CH:14]=[CH:15][C:2]([B:41]([OH:42])[OH:40])=[CH:3][C:4]=3[CH:13]=[CH:12]2)=[CH:11][CH:10]=1, predict the reactants needed to synthesize it. The reactants are: Br[C:2]1[CH:15]=[CH:14][C:13]2[C:12]3[C:7](=[CH:8][C:9](C4C=CC5C(=CC=CC=5)C=4)=[CH:10][CH:11]=3)[CH:6]=[CH:5][C:4]=2[CH:3]=1.[CH3:26][CH2:27][CH2:28][CH2:29][CH2:30][CH3:31].[CH2:32]([Li])[CH2:33][CH2:34][CH3:35].C([O:40][B:41](OC(C)C)[O:42]C(C)C)(C)C.Cl. (2) The reactants are: [CH2:1]([O:3][C:4](=[O:12])[CH2:5][C:6](=O)[CH:7](Br)[CH2:8][CH3:9])[CH3:2].[F:13][C:14]([F:25])([F:24])[C:15]1[CH:23]=[CH:22][C:18]([C:19]([NH2:21])=[S:20])=[CH:17][CH:16]=1. Given the product [CH2:1]([O:3][C:4](=[O:12])[CH2:5][C:6]1[N:21]=[C:19]([C:18]2[CH:17]=[CH:16][C:15]([C:14]([F:24])([F:13])[F:25])=[CH:23][CH:22]=2)[S:20][C:7]=1[CH2:8][CH3:9])[CH3:2], predict the reactants needed to synthesize it. (3) Given the product [C:27]1([C:36]2[CH:41]=[CH:40][CH:39]=[CH:38][CH:37]=2)[CH:32]=[CH:31][CH:30]=[CH:29][C:28]=1[NH:33][C:34]([NH:1][C:2]1[CH:3]=[C:4]([C:8]2[N:9]([CH3:26])[C:10](=[O:25])[C:11]([OH:18])=[C:12]([C:14]([OH:16])=[O:15])[N:13]=2)[CH:5]=[CH:6][CH:7]=1)=[O:35], predict the reactants needed to synthesize it. The reactants are: [NH2:1][C:2]1[CH:3]=[C:4]([C:8]2[N:9]([CH3:26])[C:10](=[O:25])[C:11]([O:18]C(=O)C(C)(C)C)=[C:12]([C:14]([O:16]C)=[O:15])[N:13]=2)[CH:5]=[CH:6][CH:7]=1.[C:27]1([C:36]2[CH:41]=[CH:40][CH:39]=[CH:38][CH:37]=2)[C:28]([N:33]=[C:34]=[O:35])=[CH:29][CH:30]=[CH:31][CH:32]=1. (4) The reactants are: Cl.[NH2:2][C@H:3]([C:14]([O:16][CH3:17])=[O:15])[CH2:4][C:5]1[C:13]2[C:8](=[CH:9][CH:10]=[CH:11][CH:12]=2)[NH:7][CH:6]=1.C(N(CC)CC)C.[CH:25]([C:28]1[CH:38]=[CH:37][C:31]([CH:32]=[CH:33][C:34](O)=[O:35])=[CH:30][CH:29]=1)([CH3:27])[CH3:26].CCN=C=NCCCN(C)C.Cl. Given the product [CH:25]([C:28]1[CH:29]=[CH:30][C:31]([CH:32]=[CH:33][C:34]([NH:2][C@H:3]([C:14]([O:16][CH3:17])=[O:15])[CH2:4][C:5]2[C:13]3[C:8](=[CH:9][CH:10]=[CH:11][CH:12]=3)[NH:7][CH:6]=2)=[O:35])=[CH:37][CH:38]=1)([CH3:27])[CH3:26], predict the reactants needed to synthesize it. (5) Given the product [F:1][C:2]1[C:3]([N+:12]([O-:14])=[O:13])=[CH:4][C:5]([N+:9]([O-:11])=[O:10])=[C:6](/[CH:8]=[CH:16]/[N:18]([CH3:20])[CH3:19])[CH:7]=1, predict the reactants needed to synthesize it. The reactants are: [F:1][C:2]1[CH:7]=[C:6]([CH3:8])[C:5]([N+:9]([O-:11])=[O:10])=[CH:4][C:3]=1[N+:12]([O-:14])=[O:13].C[C:16]([N:18]([CH3:20])[CH3:19])=O.CN(C=O)C. (6) Given the product [F:18][C:15]1[CH:16]=[CH:17][C:12]([N:1]2[CH:5]=[CH:4][C:3]([C:6]([O:8][CH2:9][CH3:10])=[O:7])=[N:2]2)=[N:13][CH:14]=1, predict the reactants needed to synthesize it. The reactants are: [NH:1]1[CH:5]=[CH:4][C:3]([C:6]([O:8][CH2:9][CH3:10])=[O:7])=[N:2]1.F[C:12]1[CH:17]=[CH:16][C:15]([F:18])=[CH:14][N:13]=1. (7) Given the product [CH3:19][C:16]1[CH:17]=[CH:18][C:13]([O:12][C:9]2[CH:10]=[CH:11][C:6]([NH:5][C:3](=[O:4])[C@@H:2]([CH3:1])[NH2:22])=[CH:7][CH:8]=2)=[CH:14][C:15]=1[O:20][CH3:21], predict the reactants needed to synthesize it. The reactants are: [CH3:1][C@@H:2]([NH:22]C(=O)OC(C)(C)C)[C:3]([NH:5][C:6]1[CH:11]=[CH:10][C:9]([O:12][C:13]2[CH:18]=[CH:17][C:16]([CH3:19])=[C:15]([O:20][CH3:21])[CH:14]=2)=[CH:8][CH:7]=1)=[O:4].ClCCl.